From a dataset of Catalyst prediction with 721,799 reactions and 888 catalyst types from USPTO. Predict which catalyst facilitates the given reaction. (1) Reactant: [OH:1][CH2:2][CH2:3][C:4]1[CH:5]=[CH:6][C:7]([C:10]2[N:11]=[C:12]([C:15]([C:17]3[CH:26]=[CH:25][C:20]4[NH:21][C:22](=[O:24])[S:23][C:19]=4[CH:18]=3)=[CH2:16])[S:13][CH:14]=2)=[N:8][CH:9]=1. Product: [OH:1][CH2:2][CH2:3][C:4]1[CH:5]=[CH:6][C:7]([C:10]2[N:11]=[C:12]([CH:15]([C:17]3[CH:26]=[CH:25][C:20]4[NH:21][C:22](=[O:24])[S:23][C:19]=4[CH:18]=3)[CH3:16])[S:13][CH:14]=2)=[N:8][CH:9]=1. The catalyst class is: 43. (2) Reactant: [N+:1]([C:4]1[CH:9]=[CH:8][CH:7]=[CH:6][C:5]=1[C:10]1[CH:22]=[C:21]2[C:13]([N:14]([C:23]3[CH:28]=[CH:27][CH:26]=[CH:25][CH:24]=3)[C:15]3[C:20]2=[CH:19][CH:18]=[CH:17][CH:16]=3)=[C:12]2[CH:29]=[CH:30][CH:31]=[CH:32][C:11]=12)([O-])=O.C1(P(C2C=CC=CC=2)C2C=CC=CC=2)C=CC=CC=1. Product: [C:23]1([N:14]2[C:13]3[C:21](=[C:22]4[NH:1][C:4]5[C:5](=[CH:6][CH:7]=[CH:8][CH:9]=5)[C:10]4=[C:11]4[CH:32]=[CH:31][CH:30]=[CH:29][C:12]4=3)[C:20]3[C:15]2=[CH:16][CH:17]=[CH:18][CH:19]=3)[CH:28]=[CH:27][CH:26]=[CH:25][CH:24]=1. The catalyst class is: 262. (3) Reactant: [C:1]([O:5][C:6](=[O:15])[CH:7]([O:11][C:12](=[O:14])[CH3:13])[C:8]([CH3:10])=[O:9])([CH3:4])([CH3:3])[CH3:2].[H-].[Na+].[CH2:18](Br)[CH3:19]. Product: [C:1]([O:5][C:6](=[O:15])[C:7]([O:11][C:12](=[O:14])[CH3:13])([C:8](=[O:9])[CH3:10])[CH2:18][CH3:19])([CH3:2])([CH3:3])[CH3:4]. The catalyst class is: 3. (4) Reactant: [C:1]([NH:7][C:8]1[N:9]=[C:10](C2N=CNN=2)[C:11]2[CH:17]=[C:16]([Br:18])[CH:15]=[N:14][C:12]=2[N:13]=1)(=[O:6])[C:2]([CH3:5])([CH3:4])[CH3:3].[NH2:24][C:25]1[CH:30]=[CH:29][CH:28]=[C:27]([CH3:31])[CH:26]=1.O. Product: [C:1]([NH:7][C:8]1[N:9]=[C:10]([NH:24][C:25]2[CH:30]=[CH:29][CH:28]=[C:27]([CH3:31])[CH:26]=2)[C:11]2[CH:17]=[C:16]([Br:18])[CH:15]=[N:14][C:12]=2[N:13]=1)(=[O:6])[C:2]([CH3:3])([CH3:4])[CH3:5]. The catalyst class is: 12. (5) Reactant: Cl.[CH2:2]([C:4]1[CH:23]=[CH:22][CH:21]=[C:20]([CH3:24])[C:5]=1[CH2:6][NH:7][C:8]1[C:9]2[N:10]([N:16]=[C:17]([CH3:19])[N:18]=2)[CH:11]=[C:12]([CH2:14]Cl)[CH:13]=1)[CH3:3].[CH3:25][NH2:26]. Product: [CH2:2]([C:4]1[CH:23]=[CH:22][CH:21]=[C:20]([CH3:24])[C:5]=1[CH2:6][NH:7][C:8]1[C:9]2[N:10]([N:16]=[C:17]([CH3:19])[N:18]=2)[CH:11]=[C:12]([CH2:14][NH:26][CH3:25])[CH:13]=1)[CH3:3]. The catalyst class is: 1. (6) Reactant: [CH3:1][N:2]([CH3:17])[C:3]1[CH:8]=[C:7]([CH3:9])[C:6]([C:10]2[N:11]=[C:12]([NH2:15])[S:13][CH:14]=2)=[C:5]([CH3:16])[CH:4]=1.C(N(CC)CC)C.Cl.[C:26](Cl)(=[O:33])[C:27]1[CH:32]=[CH:31][N:30]=[CH:29][CH:28]=1. Product: [CH3:17][N:2]([CH3:1])[C:3]1[CH:4]=[C:5]([CH3:16])[C:6]([C:10]2[N:11]=[C:12]([NH:15][C:26](=[O:33])[C:27]3[CH:32]=[CH:31][N:30]=[CH:29][CH:28]=3)[S:13][CH:14]=2)=[C:7]([CH3:9])[CH:8]=1. The catalyst class is: 2. (7) Reactant: [C:1](Cl)(=[O:4])[CH2:2][CH3:3].[CH:6]1([N:10]2[CH2:16][CH2:15][C:14]3[CH:17]=[C:18]([CH2:21][C:22]4([OH:28])[CH2:27][CH2:26][NH:25][CH2:24][CH2:23]4)[CH:19]=[CH:20][C:13]=3[CH2:12][CH2:11]2)[CH2:9][CH2:8][CH2:7]1.C(N(CC)CC)C. Product: [CH:6]1([N:10]2[CH2:16][CH2:15][C:14]3[CH:17]=[C:18]([CH2:21][C:22]4([OH:28])[CH2:27][CH2:26][N:25]([C:1](=[O:4])[CH2:2][CH3:3])[CH2:24][CH2:23]4)[CH:19]=[CH:20][C:13]=3[CH2:12][CH2:11]2)[CH2:9][CH2:8][CH2:7]1. The catalyst class is: 1. (8) Reactant: [H-].[Na+].[CH3:3][O:4][CH2:5][CH2:6][OH:7].[F:8][C:9]1([F:31])[CH2:14][CH2:13][CH:12]([CH2:15][NH:16][C:17]([C:19]2[C:20]3[CH:21]=[CH:22][C:23](Cl)=[N:24][C:25]=3[CH:26]=[CH:27][C:28]=2[Cl:29])=[O:18])[CH2:11][CH2:10]1. Product: [F:8][C:9]1([F:31])[CH2:14][CH2:13][CH:12]([CH2:15][NH:16][C:17]([C:19]2[C:20]3[CH:21]=[CH:22][C:23]([O:7][CH2:6][CH2:5][O:4][CH3:3])=[N:24][C:25]=3[CH:26]=[CH:27][C:28]=2[Cl:29])=[O:18])[CH2:11][CH2:10]1. The catalyst class is: 1. (9) Reactant: [Cl:1][C:2]1[CH:11]=[CH:10][C:9]([NH:12][S:13]([C:16]2[CH:21]=[CH:20][C:19]([CH3:22])=[CH:18][C:17]=2[N+:23]([O-])=O)(=[O:15])=[O:14])=[C:8]2[C:3]=1[CH:4]=[CH:5][CH:6]=[N:7]2.O.NN. Product: [NH2:23][C:17]1[CH:18]=[C:19]([CH3:22])[CH:20]=[CH:21][C:16]=1[S:13]([NH:12][C:9]1[CH:10]=[CH:11][C:2]([Cl:1])=[C:3]2[C:8]=1[N:7]=[CH:6][CH:5]=[CH:4]2)(=[O:15])=[O:14]. The catalyst class is: 227.